This data is from NCI-60 drug combinations with 297,098 pairs across 59 cell lines. The task is: Regression. Given two drug SMILES strings and cell line genomic features, predict the synergy score measuring deviation from expected non-interaction effect. Drug 1: CC1C(C(CC(O1)OC2CC(CC3=C2C(=C4C(=C3O)C(=O)C5=C(C4=O)C(=CC=C5)OC)O)(C(=O)CO)O)N)O.Cl. Drug 2: CC1C(C(CC(O1)OC2CC(CC3=C2C(=C4C(=C3O)C(=O)C5=C(C4=O)C(=CC=C5)OC)O)(C(=O)CO)O)N)O.Cl. Cell line: NCI-H226. Synergy scores: CSS=57.9, Synergy_ZIP=-0.267, Synergy_Bliss=-4.73, Synergy_Loewe=-7.44, Synergy_HSA=0.155.